Dataset: Forward reaction prediction with 1.9M reactions from USPTO patents (1976-2016). Task: Predict the product of the given reaction. (1) Given the reactants [O:1]1[C:6]2[CH:7]=[CH:8][CH:9]=[CH:10][C:5]=2[O:4][CH2:3][C@@H:2]1[CH2:11][N:12]1[CH2:17][CH2:16][CH2:15][C@@:14]([CH2:19][OH:20])([CH3:18])[CH2:13]1.[O:21]1[C:26]2C=CC=CC=2O[CH2:23][CH:22]1CN1CCC[C:23]([CH2:22][O:21][CH3:26])(C)C1.BrCCOC, predict the reaction product. The product is: [O:1]1[C:6]2[CH:7]=[CH:8][CH:9]=[CH:10][C:5]=2[O:4][CH2:3][C@@H:2]1[CH2:11][N:12]1[CH2:17][CH2:16][CH2:15][C@@:14]([CH2:19][O:20][CH2:23][CH2:22][O:21][CH3:26])([CH3:18])[CH2:13]1. (2) Given the reactants Br[C:2]1[CH:3]=[C:4]2[C:10]([CH:11]([C:13]3[C:18]([Cl:19])=[CH:17][CH:16]=[C:15]([F:20])[C:14]=3[Cl:21])[CH3:12])=[CH:9][NH:8][C:5]2=[N:6][CH:7]=1.C([O-])(=O)C.[K+].[B:27]1([B:27]2[O:31][C:30]([CH3:33])([CH3:32])[C:29]([CH3:35])([CH3:34])[O:28]2)[O:31][C:30]([CH3:33])([CH3:32])[C:29]([CH3:35])([CH3:34])[O:28]1, predict the reaction product. The product is: [Cl:21][C:14]1[C:15]([F:20])=[CH:16][CH:17]=[C:18]([Cl:19])[C:13]=1[CH:11]([C:10]1[C:4]2[C:5](=[N:6][CH:7]=[C:2]([B:27]3[O:31][C:30]([CH3:33])([CH3:32])[C:29]([CH3:35])([CH3:34])[O:28]3)[CH:3]=2)[NH:8][CH:9]=1)[CH3:12]. (3) The product is: [Br:1][C:2]1[C:10]2[N:9]=[C:8]([C:11]3[CH:12]=[CH:13][C:14]([CH:17]([CH3:18])[CH3:19])=[CH:15][CH:16]=3)[N:7]([CH2:20][CH2:21][O:22][CH3:23])[C:6]=2[C:5]([O:24][CH3:25])=[CH:4][C:3]=1[CH2:26][NH:32][C:33]1[CH:38]=[CH:37][CH:36]=[CH:35][CH:34]=1. Given the reactants [Br:1][C:2]1[C:10]2[N:9]=[C:8]([C:11]3[CH:16]=[CH:15][C:14]([CH:17]([CH3:19])[CH3:18])=[CH:13][CH:12]=3)[N:7]([CH2:20][CH2:21][O:22][CH3:23])[C:6]=2[C:5]([O:24][CH3:25])=[CH:4][C:3]=1[CH2:26]OS(C)(=O)=O.[NH2:32][C:33]1[CH:38]=[CH:37][CH:36]=[CH:35][CH:34]=1, predict the reaction product. (4) Given the reactants [CH2:1]([O:8][C@@H:9]1[C@@H:14]([O:15][CH2:16][C:17]2[CH:22]=[CH:21][CH:20]=[CH:19][CH:18]=2)[C@H:13]([O:23][CH2:24][C:25]2[CH:30]=[CH:29][CH:28]=[CH:27][CH:26]=2)[C@@H:12]([CH2:31]O)[O:11][C@H:10]1[N:33]1[C:41]2[C:36](=[CH:37][CH:38]=[C:39]([CH3:42])[CH:40]=2)[C:35]([CH2:43][C:44]2[CH:49]=[CH:48][C:47]([O:50][CH3:51])=[CH:46][CH:45]=2)=[CH:34]1)[C:2]1[CH:7]=[CH:6][CH:5]=[CH:4][CH:3]=1.C(N(S(F)(F)[F:58])CC)C.C(=O)([O-])O.[Na+], predict the reaction product. The product is: [CH2:1]([O:8][C@@H:9]1[C@@H:14]([O:15][CH2:16][C:17]2[CH:22]=[CH:21][CH:20]=[CH:19][CH:18]=2)[C@H:13]([O:23][CH2:24][C:25]2[CH:30]=[CH:29][CH:28]=[CH:27][CH:26]=2)[C@@H:12]([CH2:31][F:58])[O:11][C@H:10]1[N:33]1[C:41]2[C:36](=[CH:37][CH:38]=[C:39]([CH3:42])[CH:40]=2)[C:35]([CH2:43][C:44]2[CH:49]=[CH:48][C:47]([O:50][CH3:51])=[CH:46][CH:45]=2)=[CH:34]1)[C:2]1[CH:7]=[CH:6][CH:5]=[CH:4][CH:3]=1.